Dataset: Full USPTO retrosynthesis dataset with 1.9M reactions from patents (1976-2016). Task: Predict the reactants needed to synthesize the given product. Given the product [NH2:8][C:4]1[N:5]=[CH:6][N:7]=[C:2]([N:25]2[CH2:26][CH2:27][CH2:28][CH:23]([NH:22][C:20](=[O:21])[C:19]([F:18])([F:29])[F:30])[CH2:24]2)[CH:3]=1, predict the reactants needed to synthesize it. The reactants are: Cl[C:2]1[N:7]=[CH:6][N:5]=[C:4]([NH2:8])[CH:3]=1.C(N(C(C)C)CC)(C)C.[F:18][C:19]([F:30])([F:29])[C:20]([NH:22][CH:23]1[CH2:28][CH2:27][CH2:26][NH:25][CH2:24]1)=[O:21].